Dataset: Full USPTO retrosynthesis dataset with 1.9M reactions from patents (1976-2016). Task: Predict the reactants needed to synthesize the given product. Given the product [OH:1][C@H:2]1[CH2:6][CH2:5][N:4]([C:9]2[CH:14]=[CH:13][CH:12]=[C:11]([CH3:15])[CH:10]=2)[C:3]1=[O:7], predict the reactants needed to synthesize it. The reactants are: [OH:1][C@H:2]1[CH2:6][CH2:5][NH:4][C:3]1=[O:7].Br[C:9]1[CH:10]=[C:11]([CH3:15])[CH:12]=[CH:13][CH:14]=1.C1(P(C2C=CC=CC=2)C2C3OC4C(=CC=CC=4P(C4C=CC=CC=4)C4C=CC=CC=4)C(C)(C)C=3C=CC=2)C=CC=CC=1.C(=O)([O-])[O-].[Cs+].[Cs+].